From a dataset of Full USPTO retrosynthesis dataset with 1.9M reactions from patents (1976-2016). Predict the reactants needed to synthesize the given product. (1) Given the product [CH:2]1([CH2:5][O:6][C:7]2[CH:12]=[C:11]([O:13][CH3:14])[CH:10]=[CH:9][C:8]=2[C:15]2[CH:20]=[CH:19][N:18]=[C:17]3[C:21]([C:25]([NH:27][CH:28]4[CH2:29][CH2:30][N:31]([C:34](=[O:37])[CH2:35][CH3:36])[CH2:32][CH2:33]4)=[O:26])=[C:22]([CH3:24])[NH:23][C:16]=23)[CH2:4][CH2:3]1, predict the reactants needed to synthesize it. The reactants are: Cl.[CH:2]1([CH2:5][O:6][C:7]2[CH:12]=[C:11]([O:13][CH3:14])[CH:10]=[CH:9][C:8]=2[C:15]2[CH:20]=[CH:19][N:18]=[C:17]3[C:21]([C:25]([NH:27][CH:28]4[CH2:33][CH2:32][NH:31][CH2:30][CH2:29]4)=[O:26])=[C:22]([CH3:24])[NH:23][C:16]=23)[CH2:4][CH2:3]1.[C:34](Cl)(=[O:37])[CH2:35][CH3:36]. (2) Given the product [CH3:2][O:3][C:4](=[O:15])[C@H:5]([NH:14][C:31]([O:30][CH2:23][C:24]1[CH:29]=[CH:28][CH:27]=[CH:26][CH:25]=1)=[O:32])[CH2:6][C:7]1[CH:12]=[CH:11][CH:10]=[CH:9][C:8]=1[F:13], predict the reactants needed to synthesize it. The reactants are: Cl.[CH3:2][O:3][C:4](=[O:15])[C@H:5]([NH2:14])[CH2:6][C:7]1[CH:12]=[CH:11][CH:10]=[CH:9][C:8]=1[F:13].C(N(CC)CC)C.[CH2:23]([O:30][C:31](ON1C(=O)CCC1=O)=[O:32])[C:24]1[CH:29]=[CH:28][CH:27]=[CH:26][CH:25]=1.O. (3) Given the product [Cl:1][C:2]1[C:7]([NH:8][C:19](=[O:20])[O:21][C:22]([CH3:25])([CH3:24])[CH3:23])=[CH:6][CH:5]=[CH:4][N:3]=1, predict the reactants needed to synthesize it. The reactants are: [Cl:1][C:2]1[C:7]([NH2:8])=[CH:6][CH:5]=[CH:4][N:3]=1.C[Si]([N-][Si](C)(C)C)(C)C.[K+].[C:19](O[C:19]([O:21][C:22]([CH3:25])([CH3:24])[CH3:23])=[O:20])([O:21][C:22]([CH3:25])([CH3:24])[CH3:23])=[O:20].